This data is from Forward reaction prediction with 1.9M reactions from USPTO patents (1976-2016). The task is: Predict the product of the given reaction. (1) The product is: [Cl:18][C:19]1[CH:27]=[CH:26][C:22]2[C:23](=[O:24])[O:16][C:15]([CH3:17])([CH3:14])[O:28][C:21]=2[CH:20]=1. Given the reactants FC(F)(F)C(OC(=O)C(F)(F)F)=O.[CH3:14][C:15]([CH3:17])=[O:16].[Cl:18][C:19]1[CH:20]=[C:21]([OH:28])[C:22](=[CH:26][CH:27]=1)[C:23](O)=[O:24], predict the reaction product. (2) Given the reactants [Cl:1][C:2]1[CH:7]=[CH:6][C:5]([C:8]2[C:12]3[CH:13]=[CH:14][C:15]([CH2:17][CH2:18][CH2:19][CH2:20]OS(C)(=O)=O)=[CH:16][C:11]=3[S:10][N:9]=2)=[CH:4][CH:3]=1.[CH3:26][NH:27][CH2:28][CH2:29][CH3:30], predict the reaction product. The product is: [Cl:1][C:2]1[CH:7]=[CH:6][C:5]([C:8]2[C:12]3[CH:13]=[CH:14][C:15]([CH2:17][CH2:18][CH2:19][CH2:20][N:27]([CH3:26])[CH2:28][CH2:29][CH3:30])=[CH:16][C:11]=3[S:10][N:9]=2)=[CH:4][CH:3]=1. (3) Given the reactants N.C([N:9]1[C@@H:13]([C@@H:14]([CH3:18])[CH:15]([F:17])[F:16])[CH2:12][O:11][C:10]1=[O:19])C1C=CC=CC=1.[Li], predict the reaction product. The product is: [F:17][CH:15]([F:16])[C@@H:14]([C@H:13]1[CH2:12][O:11][C:10](=[O:19])[NH:9]1)[CH3:18].